Task: Predict the reactants needed to synthesize the given product.. Dataset: Full USPTO retrosynthesis dataset with 1.9M reactions from patents (1976-2016) (1) Given the product [CH:1]1([N:5]2[CH2:11][CH2:10][C:9]3[CH:12]=[CH:13][C:14]([N:16]4[CH2:21][CH2:20][N:19]([C:32]([C:22]5[C:31]6[C:26](=[CH:27][CH:28]=[CH:29][CH:30]=6)[CH:25]=[CH:24][CH:23]=5)=[O:33])[CH2:18][CH2:17]4)=[CH:15][C:8]=3[CH2:7][CH2:6]2)[CH2:4][CH2:3][CH2:2]1, predict the reactants needed to synthesize it. The reactants are: [CH:1]1([N:5]2[CH2:11][CH2:10][C:9]3[CH:12]=[CH:13][C:14]([N:16]4[CH2:21][CH2:20][NH:19][CH2:18][CH2:17]4)=[CH:15][C:8]=3[CH2:7][CH2:6]2)[CH2:4][CH2:3][CH2:2]1.[C:22]1([C:32](O)=[O:33])[C:31]2[C:26](=[CH:27][CH:28]=[CH:29][CH:30]=2)[CH:25]=[CH:24][CH:23]=1.C(N(C(C)C)CC)(C)C. (2) Given the product [NH2:61]/[C:55](=[N:54]\[O:10][C:9]([C@H:8]([CH2:12][CH2:13][CH2:14][CH:15]1[CH2:16][CH2:17][CH2:18][CH2:19][CH2:20]1)[CH2:7][C:6]([O:5][C:1]([CH3:4])([CH3:2])[CH3:3])=[O:21])=[O:11])/[C:56]([O:58][CH2:59][CH3:60])=[O:57], predict the reactants needed to synthesize it. The reactants are: [C:1]([O:5][C:6](=[O:21])[CH2:7][C@@H:8]([CH2:12][CH2:13][CH2:14][CH:15]1[CH2:20][CH2:19][CH2:18][CH2:17][CH2:16]1)[C:9]([OH:11])=[O:10])([CH3:4])([CH3:3])[CH3:2].O.ON1C2C=CC=CC=2N=N1.C1(N=C=NC2CCCCC2)CCCCC1.C(=O)([O-])[O-].[Na+].[Na+].[NH2:54][C:55](=[N:61]O)[C:56]([O:58][CH2:59][CH3:60])=[O:57]. (3) Given the product [O:9]1[C:5]2[CH:4]=[CH:3][C:2]([C:16]3[CH:17]=[CH:18][C:13]([CH:11]=[O:12])=[CH:14][CH:15]=3)=[CH:10][C:6]=2[N:7]=[CH:8]1, predict the reactants needed to synthesize it. The reactants are: Br[C:2]1[CH:3]=[CH:4][C:5]2[O:9][CH:8]=[N:7][C:6]=2[CH:10]=1.[CH:11]([C:13]1[CH:18]=[CH:17][C:16](B(O)O)=[CH:15][CH:14]=1)=[O:12].P([O-])([O-])([O-])=O.[K+].[K+].[K+]. (4) Given the product [CH3:1][C:2]1[CH:9]=[CH:8][CH:7]=[C:6]([CH3:10])[C:3]=1[CH2:4][O:5][C:26]1[CH:31]=[CH:30][CH:29]=[CH:28][C:27]=1[CH2:32][C:33]([O:35][CH2:36][CH3:37])=[O:34], predict the reactants needed to synthesize it. The reactants are: [CH3:1][C:2]1[CH:9]=[CH:8][CH:7]=[C:6]([CH3:10])[C:3]=1[CH2:4][OH:5].N(C(OC(C)C)=O)=NC(OC(C)C)=O.O[C:26]1[CH:31]=[CH:30][CH:29]=[CH:28][C:27]=1[CH2:32][C:33]([O:35][CH2:36][CH3:37])=[O:34].C1(P(C2C=CC=CC=2)C2C=CC=CC=2)C=CC=CC=1. (5) Given the product [Cl:9][C:10]1[CH:11]=[C:12]([NH:17][C:18]2[C:27]3[C:22](=[CH:23][C:24]([O:35][CH3:36])=[C:25]([NH:28][C:29](=[O:34])[CH:30]=[CH:31][CH2:32][N:5]4[CH2:6][CH2:7][CH2:8][CH:3]([F:2])[CH2:4]4)[CH:26]=3)[N:21]=[CH:20][N:19]=2)[CH:13]=[CH:14][C:15]=1[F:16], predict the reactants needed to synthesize it. The reactants are: Cl.[F:2][CH:3]1[CH2:8][CH2:7][CH2:6][NH:5][CH2:4]1.[Cl:9][C:10]1[CH:11]=[C:12]([NH:17][C:18]2[C:27]3[C:22](=[CH:23][C:24]([O:35][CH3:36])=[C:25]([NH:28][C:29](=[O:34])[CH:30]=[CH:31][CH2:32]Cl)[CH:26]=3)[N:21]=[CH:20][N:19]=2)[CH:13]=[CH:14][C:15]=1[F:16].CCN(C(C)C)C(C)C.